Task: Regression. Given a peptide amino acid sequence and an MHC pseudo amino acid sequence, predict their binding affinity value. This is MHC class I binding data.. Dataset: Peptide-MHC class I binding affinity with 185,985 pairs from IEDB/IMGT (1) The binding affinity (normalized) is 0.0847. The MHC is HLA-B48:01 with pseudo-sequence HLA-B48:01. The peptide sequence is EMRFAYICT. (2) The MHC is Mamu-A01 with pseudo-sequence Mamu-A01. The peptide sequence is ATPYDIKQML. The binding affinity (normalized) is 0.911. (3) The peptide sequence is YVRGYLRGY. The MHC is HLA-B35:01 with pseudo-sequence HLA-B35:01. The binding affinity (normalized) is 0.519.